From a dataset of Catalyst prediction with 721,799 reactions and 888 catalyst types from USPTO. Predict which catalyst facilitates the given reaction. Reactant: Br[C:2]1[CH:7]=[CH:6][C:5]([Br:8])=[CH:4][C:3]=1[NH:9][C:10]([NH:12][C:13](=[O:21])[C:14]1[CH:19]=[CH:18][C:17]([CH3:20])=[CH:16][CH:15]=1)=[S:11].[H-].[Na+]. Product: [Br:8][C:5]1[CH:6]=[CH:7][C:2]2[S:11][C:10]([NH:12][C:13](=[O:21])[C:14]3[CH:19]=[CH:18][C:17]([CH3:20])=[CH:16][CH:15]=3)=[N:9][C:3]=2[CH:4]=1. The catalyst class is: 9.